This data is from Full USPTO retrosynthesis dataset with 1.9M reactions from patents (1976-2016). The task is: Predict the reactants needed to synthesize the given product. (1) Given the product [Cl:1][C:2]1[C:24](=[O:25])[C:23](=[O:28])[C:5]2[C:6]([C:9](=[O:10])[C:11]3[CH:16]=[C:15]([O:17][CH3:18])[C:14]([O:19][CH3:20])=[C:13]([O:21][CH3:22])[CH:12]=3)=[CH:7][O:8][C:4]=2[C:3]=1[Cl:26], predict the reactants needed to synthesize it. The reactants are: [Cl:1][C:2]1[C:24]([OH:25])=[CH:23][C:5]2[C:6]([C:9]([C:11]3[CH:16]=[C:15]([O:17][CH3:18])[C:14]([O:19][CH3:20])=[C:13]([O:21][CH3:22])[CH:12]=3)=[O:10])=[CH:7][O:8][C:4]=2[C:3]=1[Cl:26].[N+]([O-])(O)=[O:28].O.C(Cl)(Cl)Cl.CO. (2) Given the product [CH2:1]([O:8][CH2:9][CH2:10][CH2:11][C@H:12]([C:21]1[O:25][N:24]=[C:23]([CH2:26][OH:27])[C:22]=1[I:28])[CH2:13][C:14]([O:16][C:17]([CH3:19])([CH3:18])[CH3:20])=[O:15])[C:2]1[CH:7]=[CH:6][CH:5]=[CH:4][CH:3]=1, predict the reactants needed to synthesize it. The reactants are: [CH2:1]([O:8][CH2:9][CH2:10][CH2:11][C@H:12]([C:21]1[O:25][N:24]=[C:23]([CH2:26][OH:27])[CH:22]=1)[CH2:13][C:14]([O:16][C:17]([CH3:20])([CH3:19])[CH3:18])=[O:15])[C:2]1[CH:7]=[CH:6][CH:5]=[CH:4][CH:3]=1.[I:28]N1C(=O)CCC1=O.[N+]([O-])([O-])=O.[Ce+4].[NH4+].[N+]([O-])([O-])=O.[N+]([O-])([O-])=O.[N+]([O-])([O-])=O.[N+]([O-])([O-])=O.S([O-])([O-])=O.[Na+].[Na+]. (3) Given the product [C:23]([CH:26]1[CH:25]([C:30]([OH:32])=[O:31])[CH2:24][C:23]2[C:28](=[CH:29][C:20]([O:5][CH2:6][CH2:7][C:8]3[N:9]=[C:10]([C:14]4[S:15][CH:16]=[CH:17][CH:18]=4)[O:11][C:12]=3[CH3:13])=[CH:21][CH:22]=2)[O:27]1)([CH3:28])([CH3:24])[CH3:22], predict the reactants needed to synthesize it. The reactants are: CS([O:5][CH2:6][CH2:7][C:8]1[N:9]=[C:10]([C:14]2[S:15][CH:16]=[CH:17][CH:18]=2)[O:11][C:12]=1[CH3:13])(=O)=O.O[C:20]1[CH:29]=[C:28]2[C:23]([CH2:24][CH:25]([C:30]([O:32]C(C)(C)C)=[O:31])[CH2:26][O:27]2)=[CH:22][CH:21]=1.C(=O)([O-])[O-].[K+].[K+]. (4) Given the product [NH2:1][C:2]1[N:3]=[C:4]([CH3:21])[C:5]2=[C:6]([CH2:8][C@H:9]([C:13]3[CH:18]=[CH:17][C:16]([F:19])=[CH:15][C:14]=3[Br:20])[NH:10]/[C:11]/2=[N:22]\[O:23][C@H:24]2[CH2:28][N:27]([C:29]([O:31][C:32]([CH3:33])([CH3:34])[CH3:35])=[O:30])[C@H:26]([C:36]([O:38][CH3:39])=[O:37])[CH2:25]2)[N:7]=1, predict the reactants needed to synthesize it. The reactants are: [NH2:1][C:2]1[N:3]=[C:4]([CH3:21])[C:5]2[C:11](=S)[NH:10][C@@H:9]([C:13]3[CH:18]=[CH:17][C:16]([F:19])=[CH:15][C:14]=3[Br:20])[CH2:8][C:6]=2[N:7]=1.[NH2:22][O:23][C@H:24]1[CH2:28][N:27]([C:29]([O:31][C:32]([CH3:35])([CH3:34])[CH3:33])=[O:30])[C@H:26]([C:36]([O:38][CH3:39])=[O:37])[CH2:25]1. (5) Given the product [CH2:37]([O:36][C:33]([C@H:4]1[C@@H:5]2[O:9][C:8]([CH3:10])([CH3:11])[O:7][C@@H:6]2[C@@H:2]([O:1][CH2:26][C:27]([O:29][CH2:30][CH3:31])=[O:28])[CH2:3]1)=[O:35])[C:38]1[CH:5]=[CH:6][CH:2]=[CH:3][CH:4]=1, predict the reactants needed to synthesize it. The reactants are: [OH:1][C@@H:2]1[C@H:6]2[O:7][C:8]([CH3:11])([CH3:10])[O:9][C@H:5]2[C@H:4](NC(=O)OCC2C=CC=CC=2)[CH2:3]1.[H-].[Na+].Br[CH2:26][C:27]([O:29][CH2:30][CH3:31])=[O:28].O.[C:33]([O:36][CH2:37][CH3:38])(=[O:35])C. (6) Given the product [Br:18][C:19]1[CH:20]=[C:21]([S:25]([NH:14][C:5]2[CH:4]=[C:3]([C:2]([F:1])([F:15])[F:16])[C:13]3[O:12][CH2:11][CH2:10][NH:9][CH2:8][C:7]=3[CH:6]=2)(=[O:27])=[O:26])[CH:22]=[CH:23][CH:24]=1, predict the reactants needed to synthesize it. The reactants are: [F:1][C:2]([F:16])([F:15])[C:3]1[C:13]2[O:12][CH2:11][CH2:10][NH:9][CH2:8][C:7]=2[CH:6]=[C:5]([NH2:14])[CH:4]=1.Cl.[Br:18][C:19]1[CH:20]=[C:21]([S:25](Cl)(=[O:27])=[O:26])[CH:22]=[CH:23][CH:24]=1.CCN(C(C)C)C(C)C. (7) Given the product [CH:25]1[CH:24]=[N:23][C:22]2[C:12]([C:13]3[CH:14]=[CH:15][C:16]([Cl:27])=[CH:17][C:18]=3[CH2:19][CH2:20][C:21]=2[CH:26]=1)=[C:11]1[CH2:28][CH2:29][NH:8][CH2:9][CH2:10]1, predict the reactants needed to synthesize it. The reactants are: [OH-].[K+].CCOC([N:8]1[CH2:29][CH2:28][C:11](=[C:12]2[C:22]3[N:23]=[CH:24][CH:25]=[CH:26][C:21]=3[CH2:20][CH2:19][C:18]3[CH:17]=[C:16]([Cl:27])[CH:15]=[CH:14][C:13]2=3)[CH2:10][CH2:9]1)=O.CC(C)=O. (8) Given the product [F:1][C:2]1[CH:3]=[C:4]([CH:32]=[CH:33][C:34]=1[F:35])[CH2:5][O:6][C:7]1[N:12]=[C:11]([N:36]2[CH2:40][CH2:39][CH2:38][CH2:37]2)[C:10]([C:17]2[CH:22]=[CH:21][C:20]([Cl:23])=[CH:19][CH:18]=2)=[C:9]([C:24]2[CH:29]=[CH:28][C:27]([Cl:30])=[CH:26][C:25]=2[Cl:31])[N:8]=1, predict the reactants needed to synthesize it. The reactants are: [F:1][C:2]1[CH:3]=[C:4]([CH:32]=[CH:33][C:34]=1[F:35])[CH2:5][O:6][C:7]1[N:12]=[C:11](S(C)(=O)=O)[C:10]([C:17]2[CH:22]=[CH:21][C:20]([Cl:23])=[CH:19][CH:18]=2)=[C:9]([C:24]2[CH:29]=[CH:28][C:27]([Cl:30])=[CH:26][C:25]=2[Cl:31])[N:8]=1.[NH:36]1[CH2:40][CH2:39][CH2:38][CH2:37]1.